From a dataset of Full USPTO retrosynthesis dataset with 1.9M reactions from patents (1976-2016). Predict the reactants needed to synthesize the given product. Given the product [C:1]([N:4]1[CH2:5][CH2:6][N:7]([C:10]2[N:15]=[C:14]([NH2:16])[CH:13]=[CH:12][N:11]=2)[CH2:8][CH2:9]1)(=[O:3])[CH3:2], predict the reactants needed to synthesize it. The reactants are: [C:1]([N:4]1[CH2:9][CH2:8][N:7]([C:10]2[N:15]=[C:14]([NH2:16])[CH:13]=[C:12](Cl)[N:11]=2)[CH2:6][CH2:5]1)(=[O:3])[CH3:2].